The task is: Predict the reactants needed to synthesize the given product.. This data is from Full USPTO retrosynthesis dataset with 1.9M reactions from patents (1976-2016). Given the product [Cl:1][C:2]1[CH:3]=[CH:4][C:5]([C@@:8]([NH:30][C:31]([NH:32][CH:33]([C:34]#[N:36])[C:37]([F:39])([F:38])[F:40])=[O:41])([C:16]2[CH:21]=[C:20]([O:22][C:23]([F:28])([F:27])[CH:24]([F:25])[F:26])[CH:19]=[C:18]([F:29])[CH:17]=2)[CH2:9][C:10]2[CH:11]=[CH:12][CH:13]=[CH:14][CH:15]=2)=[N:6][CH:7]=1, predict the reactants needed to synthesize it. The reactants are: [Cl:1][C:2]1[CH:3]=[CH:4][C:5]([C@@:8]([NH:30][C:31](=[O:41])[NH:32][CH:33]([C:37]([F:40])([F:39])[F:38])[C:34]([NH2:36])=O)([C:16]2[CH:21]=[C:20]([O:22][C:23]([F:28])([F:27])[CH:24]([F:26])[F:25])[CH:19]=[C:18]([F:29])[CH:17]=2)[CH2:9][C:10]2[CH:15]=[CH:14][CH:13]=[CH:12][CH:11]=2)=[N:6][CH:7]=1.CS(C)=O.[Cl-].CCN(CC)CC.